Dataset: Full USPTO retrosynthesis dataset with 1.9M reactions from patents (1976-2016). Task: Predict the reactants needed to synthesize the given product. (1) The reactants are: N([O:3][C:4](C)(C)[CH3:5])=O.ClC1C=C2C(=O)N(O)C(=O)C2=CC=1.C1(=NO)CCCCC1.[N+](C1CCCCC1)([O-])=O.[C:38]1(=[O:44])[CH2:43][CH2:42][CH2:41][CH2:40][CH2:39]1. Given the product [C:4]([O:44][CH:38]1[CH2:43][CH2:42][CH2:41][CH2:40][CH2:39]1)(=[O:3])[CH3:5], predict the reactants needed to synthesize it. (2) Given the product [C:39]([O:43][C:20](=[O:29])[NH:17][C:10]1[C:4]2[O:3][C:2]([CH3:1])([CH3:14])[CH2:6][C:5]=2[CH:7]=[CH:8][CH:9]=1)([CH3:42])([CH3:41])[CH3:40], predict the reactants needed to synthesize it. The reactants are: [CH3:1][C:2]1([CH3:14])[CH2:6][C:5]2[CH:7]=[CH:8][CH:9]=[C:10](C(O)=O)[C:4]=2[O:3]1.CC[N:17]([CH2:20]C)CC.C1C=CC(P(N=[N+]=[N-])(C2C=CC=CC=2)=[O:29])=CC=1.[C:39]([OH:43])([CH3:42])([CH3:41])[CH3:40]. (3) The reactants are: Br[C:2]1[CH:3]=[CH:4][C:5]2[N:6]([CH:8]=[C:9]([C:11]([C:13]3[CH:18]=[CH:17][CH:16]=[CH:15][CH:14]=3)=[O:12])[N:10]=2)[CH:7]=1.[C:19]1(B(O)O)[CH:24]=[CH:23][CH:22]=[CH:21][CH:20]=1.C(=O)([O-])[O-].[Na+].[Na+].C(#N)C. Given the product [C:13]1([C:11]([C:9]2[N:10]=[C:5]3[CH:4]=[CH:3][C:2]([C:19]4[CH:24]=[CH:23][CH:22]=[CH:21][CH:20]=4)=[CH:7][N:6]3[CH:8]=2)=[O:12])[CH:18]=[CH:17][CH:16]=[CH:15][CH:14]=1, predict the reactants needed to synthesize it. (4) Given the product [C:1]([C:2]1[CH:3]=[N:4][CH:5]=[CH:6][CH:7]=1)(=[O:9])[CH3:12].[C:1]([O:9][CH3:10])(=[O:8])[C:2]1[CH:7]=[CH:6][CH:5]=[N:4][CH:3]=1, predict the reactants needed to synthesize it. The reactants are: [C:1]([O:9][CH3:10])(=[O:8])[C:2]1[CH:7]=[CH:6][CH:5]=[N:4][CH:3]=1.O.[C:12](O)(=O)C. (5) Given the product [NH2:8][C@H:12]([C:13]1[NH:25][C:24]2[CH:23]=[CH:22][C:21]([C:26]3[CH:31]=[CH:30][C:29]([C:32]#[N:33])=[CH:28][CH:27]=3)=[CH:20][C:19]=2[N:18]=1)[CH2:11][OH:10], predict the reactants needed to synthesize it. The reactants are: C(OC([N:8]1[C@H:12]([C:13](O)=O)[CH2:11][O:10]C1(C)C)=O)(C)(C)C.[NH2:18][C:19]1[CH:20]=[C:21]([C:26]2[CH:31]=[CH:30][C:29]([C:32]#[N:33])=[CH:28][CH:27]=2)[CH:22]=[CH:23][C:24]=1[NH2:25]. (6) Given the product [ClH:16].[C:7]([N:2]1[CH2:1][CH2:11][CH:10]([C:9]([OH:14])=[O:8])[CH2:4][CH2:3]1)#[C:6][CH3:17], predict the reactants needed to synthesize it. The reactants are: [CH3:1][N:2]1[CH2:7][CH2:6]O[CH2:4][CH2:3]1.[O:8]1CC[CH2:11][CH2:10][CH:9]1[O:14]N.[ClH:16].[CH3:17]N(C)CCCN=C=NCC. (7) Given the product [CH3:12][O:11][CH2:10][CH2:9][O:8][C:6]1[CH:5]=[CH:4][C:3](/[CH:13]=[CH:14]/[C:15]([O:17][CH2:18][CH3:19])=[O:16])=[C:2]([O:1][S:26]([C:29]([F:32])([F:31])[F:30])(=[O:28])=[O:27])[CH:7]=1, predict the reactants needed to synthesize it. The reactants are: [OH:1][C:2]1[CH:7]=[C:6]([O:8][CH2:9][CH2:10][O:11][CH3:12])[CH:5]=[CH:4][C:3]=1/[CH:13]=[CH:14]/[C:15]([O:17][CH2:18][CH3:19])=[O:16].N1C=CC=CC=1.[S:26](O[S:26]([C:29]([F:32])([F:31])[F:30])(=[O:28])=[O:27])([C:29]([F:32])([F:31])[F:30])(=[O:28])=[O:27].O. (8) Given the product [OH:17][CH2:18][CH2:19][CH2:20][NH:21][C:22]([C:24]1[C:32]2[C:27](=[CH:28][C:29]([O:33][C:13]3[CH:12]=[CH:11][N:10]=[C:9]4[CH:8]=[C:7]([C:5]([N:1]5[CH2:4][CH2:3][CH2:2]5)=[O:6])[S:15][C:14]=34)=[CH:30][CH:31]=2)[N:26]([CH3:34])[C:25]=1[CH3:35])=[O:23], predict the reactants needed to synthesize it. The reactants are: [N:1]1([C:5]([C:7]2[S:15][C:14]3[C:9](=[N:10][CH:11]=[CH:12][C:13]=3Cl)[CH:8]=2)=[O:6])[CH2:4][CH2:3][CH2:2]1.[OH:17][CH2:18][CH2:19][CH2:20][NH:21][C:22]([C:24]1[C:32]2[C:27](=[CH:28][C:29]([OH:33])=[CH:30][CH:31]=2)[N:26]([CH3:34])[C:25]=1[CH3:35])=[O:23].C([O-])([O-])=O.[Cs+].[Cs+].